This data is from Full USPTO retrosynthesis dataset with 1.9M reactions from patents (1976-2016). The task is: Predict the reactants needed to synthesize the given product. Given the product [NH2:1][C@H:4]1[CH2:8][CH2:7][N:6]([C:9]([O:11][C:12]([CH3:15])([CH3:14])[CH3:13])=[O:10])[CH2:5]1, predict the reactants needed to synthesize it. The reactants are: [N:1]([C@H:4]1[CH2:8][CH2:7][N:6]([C:9]([O:11][C:12]([CH3:15])([CH3:14])[CH3:13])=[O:10])[CH2:5]1)=[N+]=[N-].